This data is from Full USPTO retrosynthesis dataset with 1.9M reactions from patents (1976-2016). The task is: Predict the reactants needed to synthesize the given product. (1) Given the product [C:37]([CH:34]1[CH2:35][CH2:36][N:31]([C:15]([N:13]2[CH2:14][CH:9]([C:6]3[CH:5]=[CH:4][C:3]([CH2:1][CH3:2])=[CH:8][CH:7]=3)[CH2:10][CH:11]([C:27]([O:29][CH3:30])=[O:28])[CH2:12]2)=[O:17])[CH2:32][CH2:33]1)#[N:38], predict the reactants needed to synthesize it. The reactants are: [CH2:1]([C:3]1[CH:8]=[CH:7][C:6]([CH:9]2[CH2:14][N:13]([C:15]([O:17]C3C=CC([N+]([O-])=O)=CC=3)=O)[CH2:12][CH:11]([C:27]([O:29][CH3:30])=[O:28])[CH2:10]2)=[CH:5][CH:4]=1)[CH3:2].[NH:31]1[CH2:36][CH2:35][CH:34]([C:37]#[N:38])[CH2:33][CH2:32]1.C(=O)([O-])[O-].[K+].[K+]. (2) Given the product [ClH:15].[Cl:15][CH2:16][C:17]1[C:27]2[C:22](=[CH:23][CH:24]=[C:25]([CH2:28][CH3:29])[CH:26]=2)[CH2:21][CH2:20][N:19]=1, predict the reactants needed to synthesize it. The reactants are: O=P12OP3(OP(OP(O3)(O1)=O)(=O)O2)=O.[Cl:15][CH2:16][C:17]([NH:19][CH2:20][CH2:21][C:22]1[CH:27]=[CH:26][C:25]([CH2:28][CH3:29])=[CH:24][CH:23]=1)=O.